From a dataset of NCI-60 drug combinations with 297,098 pairs across 59 cell lines. Regression. Given two drug SMILES strings and cell line genomic features, predict the synergy score measuring deviation from expected non-interaction effect. (1) Drug 1: CC1C(C(CC(O1)OC2CC(CC3=C2C(=C4C(=C3O)C(=O)C5=C(C4=O)C(=CC=C5)OC)O)(C(=O)C)O)N)O.Cl. Drug 2: COC1=C2C(=CC3=C1OC=C3)C=CC(=O)O2. Cell line: OVCAR3. Synergy scores: CSS=15.6, Synergy_ZIP=6.22, Synergy_Bliss=9.76, Synergy_Loewe=-20.9, Synergy_HSA=-0.0379. (2) Drug 1: CC1C(C(CC(O1)OC2CC(CC3=C2C(=C4C(=C3O)C(=O)C5=C(C4=O)C(=CC=C5)OC)O)(C(=O)CO)O)N)O.Cl. Drug 2: CC1OCC2C(O1)C(C(C(O2)OC3C4COC(=O)C4C(C5=CC6=C(C=C35)OCO6)C7=CC(=C(C(=C7)OC)O)OC)O)O. Cell line: OVCAR3. Synergy scores: CSS=15.3, Synergy_ZIP=1.64, Synergy_Bliss=-0.0970, Synergy_Loewe=-9.47, Synergy_HSA=-3.23. (3) Drug 1: CC1=C(C=C(C=C1)NC(=O)C2=CC=C(C=C2)CN3CCN(CC3)C)NC4=NC=CC(=N4)C5=CN=CC=C5. Drug 2: C1CN(P(=O)(OC1)NCCCl)CCCl. Cell line: MDA-MB-231. Synergy scores: CSS=2.12, Synergy_ZIP=-3.61, Synergy_Bliss=-4.88, Synergy_Loewe=-2.67, Synergy_HSA=-2.10. (4) Drug 1: CC1=CC2C(CCC3(C2CCC3(C(=O)C)OC(=O)C)C)C4(C1=CC(=O)CC4)C. Drug 2: C1CC(=O)NC(=O)C1N2C(=O)C3=CC=CC=C3C2=O. Cell line: NCI/ADR-RES. Synergy scores: CSS=4.99, Synergy_ZIP=1.69, Synergy_Bliss=8.46, Synergy_Loewe=6.67, Synergy_HSA=7.04. (5) Drug 1: C1C(C(OC1N2C=NC(=NC2=O)N)CO)O. Drug 2: CC1C(C(CC(O1)OC2CC(CC3=C2C(=C4C(=C3O)C(=O)C5=C(C4=O)C(=CC=C5)OC)O)(C(=O)CO)O)N)O.Cl. Cell line: HT29. Synergy scores: CSS=38.3, Synergy_ZIP=-1.01, Synergy_Bliss=0.333, Synergy_Loewe=-3.92, Synergy_HSA=3.12. (6) Drug 1: C1CCC(C1)C(CC#N)N2C=C(C=N2)C3=C4C=CNC4=NC=N3. Drug 2: CC(C)NC(=O)C1=CC=C(C=C1)CNNC.Cl. Cell line: A549. Synergy scores: CSS=0.0720, Synergy_ZIP=-2.30, Synergy_Bliss=-0.344, Synergy_Loewe=-10.5, Synergy_HSA=-4.10.